From a dataset of Forward reaction prediction with 1.9M reactions from USPTO patents (1976-2016). Predict the product of the given reaction. (1) Given the reactants [NH2:1][NH:2][C:3]([C:5]1[N:10]=[CH:9][CH:8]=[CH:7][N:6]=1)=[NH:4].[CH3:11][O:12][C:13]1[C:14]([OH:21])=[C:15]([CH:18]=[CH:19][CH:20]=1)[CH:16]=O, predict the reaction product. The product is: [CH3:11][O:12][C:13]1[C:14]([OH:21])=[C:15]([C:16]2[NH:1][N:2]=[C:3]([C:5]3[N:10]=[CH:9][CH:8]=[CH:7][N:6]=3)[N:4]=2)[CH:18]=[CH:19][CH:20]=1. (2) Given the reactants [F:1][C:2]1[CH:3]=[CH:4][C:5]2[O:9][C:8]([C:10](=O)[CH3:11])=[CH:7][C:6]=2[CH:13]=1.NN.[OH-].[K+], predict the reaction product. The product is: [CH2:10]([C:8]1[O:9][C:5]2[CH:4]=[CH:3][C:2]([F:1])=[CH:13][C:6]=2[CH:7]=1)[CH3:11]. (3) Given the reactants [Na:1].[CH2:2]1[O:4][CH2:3]1.[C:5]([OH:10])(=[O:9])[C:6]([CH3:8])=[CH2:7].[CH2:11]=[CH:12][C:13]1[CH:18]=[CH:17][CH:16]=[CH:15][CH:14]=1.[C:19]([O:23][CH2:24][CH2:25][CH2:26][CH3:27])(=[O:22])[CH:20]=[CH2:21].C(OCCCC)(=O)CS.S(OOS([O-])(=O)=O)([O-])(=O)=O.[NH4+].[NH4+].S([O-])([O-])(=O)=O.[NH4+].[NH4+], predict the reaction product. The product is: [CH:11]([CH2:7][C:6](=[CH2:8])[C:5]([OH:10])=[O:9])=[CH:12][C:13]1[CH:18]=[CH:17][CH:16]=[CH:15][CH:14]=1.[C:19]([O:23][CH2:24][CH2:25][CH2:26][CH3:27])(=[O:22])[CH:20]=[CH2:21].[Na:1].[CH2:3]1[O:4][CH2:2]1.[C:5]([OH:10])(=[O:9])[C:6]([CH3:8])=[CH2:7]. (4) Given the reactants [N:1]1([C:8]([NH:10][C@@H:11]([CH2:15][CH:16]([CH3:18])[CH3:17])[C:12]([OH:14])=O)=[O:9])[CH2:7][CH2:6][CH2:5][CH2:4][CH2:3][CH2:2]1.CN1CCOCC1.[CH2:26]([O:33][C:34]1[CH:48]=[CH:47][C:37]([CH2:38][C@H:39]([NH2:46])[CH2:40][O:41][C:42]([CH3:45])([CH3:44])[CH3:43])=[CH:36][CH:35]=1)[C:27]1[CH:32]=[CH:31][CH:30]=[CH:29][CH:28]=1.C(OCC)C, predict the reaction product. The product is: [CH2:26]([O:33][C:34]1[CH:35]=[CH:36][C:37]([CH2:38][CH:39]([NH:46][C:12]([CH:11]([NH:10][C:8]([N:1]2[CH2:2][CH2:3][CH2:4][CH2:5][CH2:6][CH2:7]2)=[O:9])[CH2:15][CH:16]([CH3:18])[CH3:17])=[O:14])[CH2:40][O:41][C:42]([CH3:44])([CH3:43])[CH3:45])=[CH:47][CH:48]=1)[C:27]1[CH:28]=[CH:29][CH:30]=[CH:31][CH:32]=1. (5) The product is: [I:1][C:2]1[C:3]([C:12]([O:14][CH3:20])=[O:13])=[CH:4][C:5]2[C:10]([CH:11]=1)=[CH:9][CH:8]=[CH:7][CH:6]=2. Given the reactants [I:1][C:2]1[C:3]([C:12]([OH:14])=[O:13])=[CH:4][C:5]2[C:10]([CH:11]=1)=[CH:9][CH:8]=[CH:7][CH:6]=2.OS(O)(=O)=O.[C:20]([O-])(O)=O.[Na+], predict the reaction product. (6) Given the reactants [N:1]1[C:10]2[CH:9]([NH2:11])[CH2:8][CH2:7][CH2:6][C:5]=2[CH:4]=[CH:3][CH:2]=1.[CH:12]([C:14]1[CH:19]=[CH:18][C:17]([NH:20][S:21]([C:24]2[CH:29]=[CH:28][CH:27]=[CH:26][N:25]=2)(=[O:23])=[O:22])=[CH:16][CH:15]=1)=O.[BH-](OC(C)=O)(OC(C)=O)OC(C)=O.[Na+], predict the reaction product. The product is: [N:1]1[C:10]2[CH:9]([NH:11][CH2:12][C:14]3[CH:15]=[CH:16][C:17]([NH:20][S:21]([C:24]4[CH:29]=[CH:28][CH:27]=[CH:26][N:25]=4)(=[O:23])=[O:22])=[CH:18][CH:19]=3)[CH2:8][CH2:7][CH2:6][C:5]=2[CH:4]=[CH:3][CH:2]=1. (7) Given the reactants [CH3:1][Si:2]([CH3:9])([CH3:8])[C:3]#[C:4][CH2:5][CH2:6][OH:7].[CH3:10][C:11]1[CH:16]=[CH:15][C:14]([S:17](Cl)(=[O:19])=[O:18])=[CH:13][CH:12]=1.N1C=CC=CC=1, predict the reaction product. The product is: [CH3:10][C:11]1[CH:16]=[CH:15][C:14]([S:17]([O:7][CH2:6][CH2:5][C:4]#[C:3][Si:2]([CH3:9])([CH3:8])[CH3:1])(=[O:19])=[O:18])=[CH:13][CH:12]=1. (8) Given the reactants [C:1]12([C:11]3[O:15][C:14]([NH:16][C:17]4[CH:18]=[CH:19][CH:20]=[C:21]5[C:26]=4[CH2:25][C:24](=[O:27])[CH2:23][CH2:22]5)=[N:13][CH:12]=3)[CH2:10][CH:5]3[CH2:6][CH:7]([CH2:9][CH:3]([CH2:4]3)[CH2:2]1)[CH2:8]2.C1(C2OC(NC3C=CC=C4C=3CC(O)CC4)=NC=2)C=CC=CC=1, predict the reaction product. The product is: [C:1]12([C:11]3[O:15][C:14]([NH:16][C:17]4[CH:18]=[CH:19][CH:20]=[C:21]5[C:26]=4[CH2:25][CH:24]([OH:27])[CH2:23][CH2:22]5)=[N:13][CH:12]=3)[CH2:10][CH:5]3[CH2:4][CH:3]([CH2:9][CH:7]([CH2:6]3)[CH2:8]1)[CH2:2]2. (9) Given the reactants [NH2:1][C:2]1[N:7]=[C:6]([C:8]2[CH:16]=[CH:15][C:11]3[O:12][CH2:13][O:14][C:10]=3[CH:9]=2)[C:5]([C:17]#[N:18])=[C:4](S(C)(=O)=O)[N:3]=1.[NH2:23][CH2:24][CH2:25][C:26]1[CH:31]=[CH:30][C:29]([OH:32])=[CH:28][CH:27]=1, predict the reaction product. The product is: [NH2:1][C:2]1[N:7]=[C:6]([C:8]2[CH:16]=[CH:15][C:11]3[O:12][CH2:13][O:14][C:10]=3[CH:9]=2)[C:5]([C:17]#[N:18])=[C:4]([NH:23][CH2:24][CH2:25][C:26]2[CH:31]=[CH:30][C:29]([OH:32])=[CH:28][CH:27]=2)[N:3]=1. (10) Given the reactants [CH3:1][O:2][C:3]1[CH:8]=[CH:7][C:6]([C@:9]2(O)[CH2:17][C@H:16]3[C@@:12]([CH3:23])([C@@H:13]([O:18][C:19]([CH3:22])([CH3:21])[CH3:20])[CH2:14][CH2:15]3)[CH2:11][CH2:10]2)=[CH:5][CH:4]=1.[OH-].[K+].C(Cl)[C:28]1[CH:33]=[CH:32][CH:31]=[CH:30][CH:29]=1, predict the reaction product. The product is: [CH2:1]([O:2][C:3]1[CH:8]=[CH:7][C:6]([C:9]2[CH2:17][C@H:16]3[C@@:12]([CH3:23])([C@@H:13]([O:18][C:19]([CH3:22])([CH3:21])[CH3:20])[CH2:14][CH2:15]3)[CH2:11][CH:10]=2)=[CH:5][CH:4]=1)[C:28]1[CH:33]=[CH:32][CH:31]=[CH:30][CH:29]=1.